Dataset: Catalyst prediction with 721,799 reactions and 888 catalyst types from USPTO. Task: Predict which catalyst facilitates the given reaction. (1) The catalyst class is: 4. Product: [Br:1][C:2]1[CH:7]=[CH:6][C:5]([S:8]([N:11]2[CH2:12][CH2:13][C:14]([CH2:18][N:19]([CH2:20][CH3:21])[C:31](=[O:32])[CH2:30][Cl:29])([OH:17])[CH2:15][CH2:16]2)(=[O:9])=[O:10])=[CH:4][CH:3]=1. Reactant: [Br:1][C:2]1[CH:7]=[CH:6][C:5]([S:8]([N:11]2[CH2:16][CH2:15][C:14]([CH2:18][NH:19][CH2:20][CH3:21])([OH:17])[CH2:13][CH2:12]2)(=[O:10])=[O:9])=[CH:4][CH:3]=1.C(N(CC)CC)C.[Cl:29][CH2:30][C:31](Cl)=[O:32]. (2) Product: [C:17]([C:19]1[CH:13]([C:9]2[CH:10]=[C:11]([F:12])[C:2]([F:1])=[C:3]3[C:8]=2[O:7][C:6]([CH3:15])=[CH:5][C:4]3=[O:16])[C:26]([C:27]([O:29][CH2:30][CH2:31][CH3:32])=[O:28])=[C:25]([CH3:33])[NH:24][C:20]=1[CH3:21])#[N:18]. Reactant: [F:1][C:2]1[C:11]([F:12])=[CH:10][C:9]([CH:13]=O)=[C:8]2[C:3]=1[C:4](=[O:16])[CH:5]=[C:6]([CH3:15])[O:7]2.[C:17]([CH:19]=[C:20]([O-])[CH3:21])#[N:18].[Na+].[NH2:24]/[C:25](/[CH3:33])=[CH:26]\[C:27]([O:29][CH2:30][CH2:31][CH3:32])=[O:28].C(O)(=O)C. The catalyst class is: 41. (3) Reactant: Br[CH2:2]C(Br)=O.ClC1C=C([C:13]2[CH:14]=[C:15]([CH:17]=[C:18]([C:20]([F:23])([F:22])[F:21])[CH:19]=2)[NH2:16])C=CC=1.C([N:26]([CH2:29][CH3:30])[CH2:27][CH3:28])C. Product: [N:26]1([C:19]2[CH:13]=[CH:14][C:15]([NH2:16])=[CH:17][C:18]=2[C:20]([F:21])([F:22])[F:23])[CH2:27][CH2:28][CH2:2][CH2:30][CH2:29]1. The catalyst class is: 4. (4) Reactant: Br[CH2:2][CH2:3][C:4]1[CH:9]=[CH:8][C:7]([F:10])=[CH:6][CH:5]=1.Cl.[Cl:12][C:13]1[CH:18]=[CH:17][CH:16]=[CH:15][C:14]=1[NH:19]N.[CH3:21][N:22]1[CH2:27][CH2:26][C:25](=O)[CH2:24][CH2:23]1. Product: [F:10][C:7]1[CH:8]=[CH:9][C:4]([CH2:3][CH2:2][N:19]2[C:14]3[C:13]([Cl:12])=[CH:18][CH:17]=[CH:16][C:15]=3[C:24]3[CH2:23][N:22]([CH3:21])[CH2:27][CH2:26][C:25]2=3)=[CH:5][CH:6]=1. The catalyst class is: 66.